This data is from Catalyst prediction with 721,799 reactions and 888 catalyst types from USPTO. The task is: Predict which catalyst facilitates the given reaction. Reactant: [CH:1]1([NH2:4])[CH2:3][CH2:2]1.[N:5]1[CH:10]=[CH:9][C:8]([CH:11]=O)=[CH:7][CH:6]=1.[BH4-].[Na+].C(OCC)(=O)C. Product: [N:5]1[CH:10]=[CH:9][C:8]([CH2:11][NH:4][CH:1]2[CH2:3][CH2:2]2)=[CH:7][CH:6]=1. The catalyst class is: 8.